From a dataset of Catalyst prediction with 721,799 reactions and 888 catalyst types from USPTO. Predict which catalyst facilitates the given reaction. Reactant: [Cl:1][C:2]1[C:10]([S:11]([N:14]2[CH2:19][CH2:18][N:17]([C:20]3[CH:25]=[CH:24][C:23]([F:26])=[CH:22][C:21]=3[C:27]([F:30])([F:29])[F:28])[CH2:16][CH:15]2[CH3:31])(=[O:13])=[O:12])=[CH:9][C:5]([C:6](O)=[O:7])=[C:4]([F:32])[CH:3]=1.C1N=C[N:35](C(N2C=NC=C2)=O)C=1.Cl. Product: [Cl:1][C:2]1[C:10]([S:11]([N:14]2[CH2:19][CH2:18][N:17]([C:20]3[CH:25]=[CH:24][C:23]([F:26])=[CH:22][C:21]=3[C:27]([F:28])([F:29])[F:30])[CH2:16][C@H:15]2[CH3:31])(=[O:13])=[O:12])=[CH:9][C:5]([C:6]([NH2:35])=[O:7])=[C:4]([F:32])[CH:3]=1. The catalyst class is: 1.